From a dataset of Catalyst prediction with 721,799 reactions and 888 catalyst types from USPTO. Predict which catalyst facilitates the given reaction. Reactant: [Cl:1][C:2]1[CH:3]=[C:4]([NH2:16])[C:5]([NH2:15])=[CH:6][C:7]=1[C:8]1[CH:13]=[CH:12][C:11]([F:14])=[CH:10][CH:9]=1.[F:17][C:18]([F:23])([F:22])[C:19](O)=O. Product: [Cl:1][C:2]1[C:7]([C:8]2[CH:9]=[CH:10][C:11]([F:14])=[CH:12][CH:13]=2)=[CH:6][C:5]2[NH:15][C:19]([C:18]([F:23])([F:22])[F:17])=[N:16][C:4]=2[CH:3]=1. The catalyst class is: 33.